The task is: Predict which catalyst facilitates the given reaction.. This data is from Catalyst prediction with 721,799 reactions and 888 catalyst types from USPTO. Reactant: [CH3:1][O:2][C:3](=[O:12])[C:4]1[C:9]([CH3:10])=[CH:8][CH:7]=[CH:6][C:5]=1[Cl:11].[Br:13]NC(=O)CCC(N)=O.C(OOC(=O)C1C=CC=CC=1)(=O)C1C=CC=CC=1. Product: [CH3:1][O:2][C:3](=[O:12])[C:4]1[C:5]([Cl:11])=[CH:6][CH:7]=[CH:8][C:9]=1[CH2:10][Br:13]. The catalyst class is: 53.